From a dataset of Forward reaction prediction with 1.9M reactions from USPTO patents (1976-2016). Predict the product of the given reaction. (1) The product is: [F:30][C:31]1[C:36]([S:37]([O-:40])(=[O:39])=[O:38])=[C:35]([F:41])[C:34]([F:42])=[C:33]([F:43])[C:32]=1[F:44].[C:6]([C:11]1[CH:12]=[CH:13][C:14]([I+:17][C:26]2[CH:25]=[CH:24][C:23]([C:18]([CH2:21][CH3:22])([CH3:19])[CH3:20])=[CH:28][CH:27]=2)=[CH:15][CH:16]=1)([CH2:9][CH3:10])([CH3:7])[CH3:8]. Given the reactants S([O-])([O-])(=O)=O.[C:6]([C:11]1[CH:16]=[CH:15][C:14]([IH+:17])=[CH:13][CH:12]=1)([CH2:9][CH3:10])([CH3:8])[CH3:7].[C:18]([C:23]1[CH:28]=[CH:27][C:26]([IH+])=[CH:25][CH:24]=1)([CH2:21][CH3:22])([CH3:20])[CH3:19].[F:30][C:31]1[C:36]([S:37]([O-:40])(=[O:39])=[O:38])=[C:35]([F:41])[C:34]([F:42])=[C:33]([F:43])[C:32]=1[F:44].C[N+](C)(C)C, predict the reaction product. (2) Given the reactants [CH3:1][O:2][C:3](=[O:30])[NH:4][CH:5]([C:9]([N:11]1[CH2:15][CH2:14][CH2:13][CH:12]1[C:16]1[NH:17][C:18]([C:21]2[S:25][CH:24]3[CH:26]=[C:27](Br)[S:28][CH:23]3[CH:22]=2)=[CH:19][N:20]=1)=[O:10])[CH:6]([CH3:8])[CH3:7].[CH3:31][O:32][C:33](=[O:53])[NH:34][CH:35]([C:39]([N:41]1[CH2:45][CH2:44][CH2:43][CH:42]1[C:46]1[NH:47][C:48]([C:51]#[CH:52])=[CH:49][N:50]=1)=[O:40])[CH:36]([CH3:38])[CH3:37].C(N(CC)CC)C, predict the reaction product. The product is: [CH3:1][O:2][C:3](=[O:30])[NH:4][CH:5]([C:9]([N:11]1[CH2:15][CH2:14][CH2:13][CH:12]1[C:16]1[NH:17][C:18]([C:21]2[S:25][CH:24]3[CH:26]=[C:27]([C:52]#[C:51][C:48]4[NH:47][C:46]([CH:42]5[CH2:43][CH2:44][CH2:45][N:41]5[C:39](=[O:40])[CH:35]([NH:34][C:33]([O:32][CH3:31])=[O:53])[CH:36]([CH3:38])[CH3:37])=[N:50][CH:49]=4)[S:28][CH:23]3[CH:22]=2)=[CH:19][N:20]=1)=[O:10])[CH:6]([CH3:8])[CH3:7]. (3) Given the reactants CC1(C)C(C)(C)OB([C:9]2[CH:14]=[CH:13][C:12]([CH2:15][C:16]([OH:18])=[O:17])=[CH:11][CH:10]=2)O1.Br[C:21]1[CH:22]=[N:23][N:24]2[C:29]=1[CH:28]=[CH:27][CH:26]=[N:25]2.C(=O)([O-])[O-].[K+].[K+], predict the reaction product. The product is: [N:23]1[N:24]2[N:25]=[CH:26][CH:27]=[CH:28][C:29]2=[C:21]([C:9]2[CH:10]=[CH:11][C:12]([CH2:15][C:16]([OH:18])=[O:17])=[CH:13][CH:14]=2)[CH:22]=1. (4) Given the reactants [NH2:1][C:2]1[N:10]=[C:9]([O:11][CH3:12])[CH:8]=[C:7]([O:13][CH3:14])[C:3]=1[C:4]([NH2:6])=[O:5].[C:15]([N:18]1[CH:23]([CH3:24])[CH2:22][N:21]([C:25]2[CH:32]=[CH:31][C:28]([CH:29]=O)=[CH:27][CH:26]=2)[CH2:20][CH:19]1[CH3:33])(=[O:17])[CH3:16].O.C1(C)C=CC(S(O)(=O)=O)=CC=1.S(=O)(O)[O-].[Na+], predict the reaction product. The product is: [C:15]([N:18]1[C@@H:23]([CH3:24])[CH2:22][N:21]([C:25]2[CH:26]=[CH:27][C:28]([C:29]3[NH:6][C:4](=[O:5])[C:3]4[C:7]([O:13][CH3:14])=[CH:8][C:9]([O:11][CH3:12])=[N:10][C:2]=4[N:1]=3)=[CH:31][CH:32]=2)[CH2:20][C@H:19]1[CH3:33])(=[O:17])[CH3:16]. (5) Given the reactants [CH2:1]([C:5]1([C:15]2[CH:20]=[CH:19][CH:18]=[CH:17][CH:16]=2)[C:9]2[CH2:10][NH:11][CH2:12][CH2:13][C:8]=2[C:7](=[O:14])[O:6]1)[CH:2]([CH3:4])[CH3:3].CCN(C(C)C)C(C)C.[CH:30]1[C:39]2[C:34](=[CH:35][CH:36]=[CH:37][CH:38]=2)[CH:33]=[CH:32][C:31]=1[C:40](Cl)=[O:41], predict the reaction product. The product is: [CH:30]1[C:39]2[C:34](=[CH:35][CH:36]=[CH:37][CH:38]=2)[CH:33]=[CH:32][C:31]=1[C:40]([N:11]1[CH2:12][CH2:13][C:8]2[C:7](=[O:14])[O:6][C:5]([CH2:1][CH:2]([CH3:4])[CH3:3])([C:15]3[CH:20]=[CH:19][CH:18]=[CH:17][CH:16]=3)[C:9]=2[CH2:10]1)=[O:41]. (6) Given the reactants [O:1]1[C:5]2[CH:6]=[CH:7][C:8]([C:10]3[S:11][CH:12]=[C:13]([C:15](Cl)=[O:16])[N:14]=3)=[CH:9][C:4]=2[CH2:3][CH2:2]1.[CH2:18]([S:21][C:22]1[N:26]=[C:25]([NH2:27])[NH:24][N:23]=1)[CH2:19][CH3:20], predict the reaction product. The product is: [O:1]1[C:5]2[CH:6]=[CH:7][C:8]([C:10]3[S:11][CH:12]=[C:13]([C:15]([NH:27][C:25]4[NH:24][N:23]=[C:22]([S:21][CH2:18][CH2:19][CH3:20])[N:26]=4)=[O:16])[N:14]=3)=[CH:9][C:4]=2[CH2:3][CH2:2]1. (7) The product is: [N:1]1[N:2]([C:6]2[CH:11]=[CH:10][CH:9]=[CH:8][C:7]=2[C:12]([N:14]2[CH2:19][C@@H:18]3[CH2:20][C@H:15]2[C@H:16]([N:21]([CH3:32])[C:22]2[CH:27]=[CH:26][C:25]([C:28]([F:31])([F:29])[F:30])=[CH:24][N:23]=2)[CH2:17]3)=[O:13])[N:3]=[CH:4][CH:5]=1. Given the reactants [N:1]1[N:2]([C:6]2[CH:11]=[CH:10][CH:9]=[CH:8][C:7]=2[C:12]([N:14]2[CH2:19][C@@H:18]3[CH2:20][C@H:15]2[C@H:16]([NH:21][C:22]2[CH:27]=[CH:26][C:25]([C:28]([F:31])([F:30])[F:29])=[CH:24][N:23]=2)[CH2:17]3)=[O:13])[N:3]=[CH:4][CH:5]=1.[CH3:32]C([O-])(C)C.[Na+].CI, predict the reaction product.